From a dataset of Full USPTO retrosynthesis dataset with 1.9M reactions from patents (1976-2016). Predict the reactants needed to synthesize the given product. (1) Given the product [CH3:7][O:8][C:9](=[O:17])[C:10]1[CH:15]=[CH:14][CH:13]=[C:12]([O:16][CH2:18][C:19]2[CH:24]=[CH:23][CH:22]=[CH:21][CH:20]=2)[CH:11]=1, predict the reactants needed to synthesize it. The reactants are: C([O-])([O-])=O.[K+].[K+].[CH3:7][O:8][C:9](=[O:17])[C:10]1[CH:15]=[CH:14][CH:13]=[C:12]([OH:16])[CH:11]=1.[CH2:18](Br)[C:19]1[CH:24]=[CH:23][CH:22]=[CH:21][CH:20]=1. (2) Given the product [C:3]1([CH3:30])[CH:8]=[C:7]([CH3:9])[CH:6]=[C:5]([CH3:10])[C:4]=1[S:11]([N:14]1[C:23]2[C:18](=[CH:19][CH:20]=[CH:21][CH:22]=2)[NH:17][C:16](=[O:24])[CH:15]1[CH2:25][C:26]([OH:28])=[O:27])(=[O:12])=[O:13], predict the reactants needed to synthesize it. The reactants are: [OH-].[Li+].[C:3]1([CH3:30])[CH:8]=[C:7]([CH3:9])[CH:6]=[C:5]([CH3:10])[C:4]=1[S:11]([N:14]1[C:23]2[C:18](=[CH:19][CH:20]=[CH:21][CH:22]=2)[NH:17][C:16](=[O:24])[CH:15]1[CH2:25][C:26]([O:28]C)=[O:27])(=[O:13])=[O:12].